From a dataset of Peptide-MHC class I binding affinity with 185,985 pairs from IEDB/IMGT. Regression. Given a peptide amino acid sequence and an MHC pseudo amino acid sequence, predict their binding affinity value. This is MHC class I binding data. The peptide sequence is TPEGIIPTLF. The MHC is HLA-B53:01 with pseudo-sequence HLA-B53:01. The binding affinity (normalized) is 0.663.